Dataset: Full USPTO retrosynthesis dataset with 1.9M reactions from patents (1976-2016). Task: Predict the reactants needed to synthesize the given product. (1) Given the product [CH3:21][N:20]([CH3:22])[C:18]([C:13]1[CH:14]=[CH:15][CH:16]=[CH:17][C:12]=1[N:9]1[CH2:8][CH2:7][N:6]([C:4](=[O:5])[C@H:3]([NH:2][C:41]([C@@H:32]2[CH2:33][C:34]3[C:39](=[CH:38][CH:37]=[CH:36][CH:35]=3)[CH2:40][N:31]2[C:44]([O:46][C:47]([CH3:50])([CH3:49])[CH3:48])=[O:45])=[O:42])[CH2:23][C:24]2[CH:29]=[CH:28][C:27]([Cl:30])=[CH:26][CH:25]=2)[CH2:11][CH2:10]1)=[O:19], predict the reactants needed to synthesize it. The reactants are: Cl.[NH2:2][C@H:3]([CH2:23][C:24]1[CH:29]=[CH:28][C:27]([Cl:30])=[CH:26][CH:25]=1)[C:4]([N:6]1[CH2:11][CH2:10][N:9]([C:12]2[CH:17]=[CH:16][CH:15]=[CH:14][C:13]=2[C:18]([N:20]([CH3:22])[CH3:21])=[O:19])[CH2:8][CH2:7]1)=[O:5].[N:31]1([C:44]([O:46][C:47]([CH3:50])([CH3:49])[CH3:48])=[O:45])[CH2:40][C:39]2[C:34](=[CH:35][CH:36]=[CH:37][CH:38]=2)[CH2:33][C@H:32]1[C:41](O)=[O:42].C1C=NC2N(O)N=NC=2C=1.C(Cl)CCl.CCN(C(C)C)C(C)C. (2) Given the product [Cl:1][C:2]1[CH:3]=[CH:4][C:5]([C@H:8]2[N:15]3[C:11]([S:12][C:13]([C:19]([N:21]4[C@H:22]([C:23]([N:43]5[CH2:44][CH2:45][N:40]([CH3:39])[CH2:41][CH2:42]5)=[O:25])[CH2:26][CH2:27][C@H:28]4[CH2:29][CH3:30])=[O:20])=[C:14]3[CH:16]([CH3:18])[CH3:17])=[N:10][C@:9]2([C:32]2[CH:33]=[CH:34][C:35]([Cl:38])=[CH:36][CH:37]=2)[CH3:31])=[CH:6][CH:7]=1, predict the reactants needed to synthesize it. The reactants are: [Cl:1][C:2]1[CH:7]=[CH:6][C:5]([C@H:8]2[N:15]3[C:11]([S:12][C:13]([C:19]([N:21]4[C@H:28]([CH2:29][CH3:30])[CH2:27][CH2:26][C@H:22]4[C:23]([OH:25])=O)=[O:20])=[C:14]3[CH:16]([CH3:18])[CH3:17])=[N:10][C@:9]2([C:32]2[CH:37]=[CH:36][C:35]([Cl:38])=[CH:34][CH:33]=2)[CH3:31])=[CH:4][CH:3]=1.[CH3:39][N:40]1[CH2:45][CH2:44][NH:43][CH2:42][CH2:41]1.